Predict the product of the given reaction. From a dataset of Forward reaction prediction with 1.9M reactions from USPTO patents (1976-2016). The product is: [O:1]=[C:2]1[C:10]2[C:5](=[CH:6][CH:7]=[CH:8][CH:9]=2)[C:4](=[O:11])[N:3]1[CH2:12][CH2:13][C:14]1([CH:17]=[O:18])[CH2:15][CH2:16]1. Given the reactants [O:1]=[C:2]1[C:10]2[C:5](=[CH:6][CH:7]=[CH:8][CH:9]=2)[C:4](=[O:11])[N:3]1[CH2:12][CH2:13][C:14]1([CH2:17][OH:18])[CH2:16][CH2:15]1.C[N+]1([O-])CCOCC1, predict the reaction product.